This data is from Full USPTO retrosynthesis dataset with 1.9M reactions from patents (1976-2016). The task is: Predict the reactants needed to synthesize the given product. (1) Given the product [F:27][C:28]1[CH:33]=[C:32]([S:34]([CH3:37])(=[O:36])=[O:35])[CH:31]=[CH:30][C:29]=1[O:5][CH2:6][CH:7]1[CH2:12][C:11]([CH3:26])([S:13]([C:16]2[CH:21]=[CH:20][CH:19]=[C:18]([C:22]([F:23])([F:25])[F:24])[CH:17]=2)(=[O:14])=[O:15])[CH2:10][CH2:9][O:8]1, predict the reactants needed to synthesize it. The reactants are: CS([O:5][CH2:6][CH:7]1[CH2:12][C:11]([CH3:26])([S:13]([C:16]2[CH:21]=[CH:20][CH:19]=[C:18]([C:22]([F:25])([F:24])[F:23])[CH:17]=2)(=[O:15])=[O:14])[CH2:10][CH2:9][O:8]1)(=O)=O.[F:27][C:28]1[CH:33]=[C:32]([S:34]([CH3:37])(=[O:36])=[O:35])[CH:31]=[CH:30][C:29]=1O.C1C=CC(P(C2C=CC=CC=2)C2C=CC=CC=2)=CC=1.CCOC(/N=N/C(OCC)=O)=O. (2) Given the product [C:23]1([CH:18]2[CH2:17][CH2:16][C:15]3[C:20](=[CH:21][CH:22]=[C:13]([O:12][C:9]4[N:8]=[CH:7][C:6]([NH:5][C:3](=[O:4])[CH2:2][N:35]5[CH2:39][CH2:38][CH2:37][CH2:36]5)=[CH:11][CH:10]=4)[CH:14]=3)[O:19]2)[CH:28]=[CH:27][CH:26]=[CH:25][CH:24]=1, predict the reactants needed to synthesize it. The reactants are: Cl[CH2:2][C:3]([NH:5][C:6]1[CH:7]=[N:8][C:9]([O:12][C:13]2[CH:14]=[C:15]3[C:20](=[CH:21][CH:22]=2)[O:19][CH:18]([C:23]2[CH:28]=[CH:27][CH:26]=[CH:25][CH:24]=2)[CH2:17][CH2:16]3)=[CH:10][CH:11]=1)=[O:4].C(=O)([O-])[O-].[K+].[K+].[NH:35]1[CH2:39][CH2:38][CH2:37][CH2:36]1.O. (3) Given the product [CH3:5][O:6][C:7](=[O:11])[C:8]([C:15]1[C:16]2[C:21](=[CH:20][CH:19]=[CH:18][CH:17]=2)[C:12]([O:22][CH2:23][CH2:24][N:25]2[CH2:30][CH2:29][O:28][CH2:27][CH2:26]2)=[CH:13][CH:14]=1)=[O:9], predict the reactants needed to synthesize it. The reactants are: [Al+3].[Cl-].[Cl-].[Cl-].[CH3:5][O:6][C:7](=[O:11])[C:8](Cl)=[O:9].[C:12]1([O:22][CH2:23][CH2:24][N:25]2[CH2:30][CH2:29][O:28][CH2:27][CH2:26]2)[C:21]2[C:16](=[CH:17][CH:18]=[CH:19][CH:20]=2)[CH:15]=[CH:14][CH:13]=1. (4) Given the product [CH2:25]([O:24][C:22]([N:11]1[CH2:12][CH2:13][N:8]([C:5]2[CH:4]=[CH:3][C:2]([Br:1])=[CH:7][CH:6]=2)[CH2:9][CH2:10]1)=[O:23])[C:26]1[CH:31]=[CH:30][CH:29]=[CH:28][CH:27]=1, predict the reactants needed to synthesize it. The reactants are: [Br:1][C:2]1[CH:7]=[CH:6][C:5]([N:8]2[CH2:13][CH2:12][NH:11][CH2:10][CH2:9]2)=[CH:4][CH:3]=1.C(N(CC)CC)C.Cl[C:22]([O:24][CH2:25][C:26]1[CH:31]=[CH:30][CH:29]=[CH:28][CH:27]=1)=[O:23]. (5) Given the product [Br:12][C:13]1[C:14]([CH3:24])=[N:15][C:16]2[N:17]([N:20]=[C:21]([CH3:23])[CH:22]=2)[C:18]=1[O:9][C:3]1[CH:4]=[CH:5][C:6]([F:8])=[CH:7][C:2]=1[F:1], predict the reactants needed to synthesize it. The reactants are: [F:1][C:2]1[CH:7]=[C:6]([F:8])[CH:5]=[CH:4][C:3]=1[OH:9].[H-].[Na+].[Br:12][C:13]1[C:14]([CH3:24])=[N:15][C:16]2[N:17]([N:20]=[C:21]([CH3:23])[CH:22]=2)[C:18]=1Cl. (6) Given the product [CH2:1]([O:3][C:4](=[O:26])[CH2:5][O:6][C:7]1[CH:12]=[CH:11][C:10]([NH:13][CH3:14])=[CH:9][C:8]=1[C:22]([F:24])([F:25])[F:23])[CH3:2], predict the reactants needed to synthesize it. The reactants are: [CH2:1]([O:3][C:4](=[O:26])[CH2:5][O:6][C:7]1[CH:12]=[CH:11][C:10]([N:13](C(OC(C)(C)C)=O)[CH3:14])=[CH:9][C:8]=1[C:22]([F:25])([F:24])[F:23])[CH3:2].COC(=O)COC1C=CC(N(C(OC(C)(C)C)=O)C)=CC=1C(F)(F)F.C(O)(C(F)(F)F)=O. (7) Given the product [CH3:11][C:10]([NH:18][C:19]([C:21]1[N:22]=[C:23]([S:29][CH3:30])[S:24][C:25]=1[C:26]([O:28][CH3:1])=[O:27])=[O:20])([C:12]1[CH:17]=[CH:16][CH:15]=[CH:14][CH:13]=1)[CH3:9], predict the reactants needed to synthesize it. The reactants are: [C:1](=O)([O-])[O-].[K+].[K+].IC.[CH3:9][C:10]([NH:18][C:19]([C:21]1[N:22]=[C:23]([S:29][CH3:30])[S:24][C:25]=1[C:26]([OH:28])=[O:27])=[O:20])([C:12]1[CH:17]=[CH:16][CH:15]=[CH:14][CH:13]=1)[CH3:11].